This data is from Reaction yield outcomes from USPTO patents with 853,638 reactions. The task is: Predict the reaction yield, written as a fraction of the theoretical maximum amount of product (1.0 means a 100% yield; for example, 0.34 means a 34% yield). The reactants are [NH2:1][C:2]1[C:3]([C:16]([O:18][CH3:19])=[O:17])=[N:4][C:5]([C:9]2[CH:14]=[CH:13][CH:12]=[C:11](Br)[CH:10]=2)=[C:6]([F:8])[CH:7]=1.[C:20]([C@:22]1([OH:30])[CH2:27][CH2:26][CH2:25][N:24]([CH3:28])[C:23]1=[O:29])#[CH:21]. No catalyst specified. The product is [NH2:1][C:2]1[C:3]([C:16]([O:18][CH3:19])=[O:17])=[N:4][C:5]([C:9]2[CH:14]=[CH:13][CH:12]=[C:11]([C:21]#[C:20][C@:22]3([OH:30])[CH2:27][CH2:26][CH2:25][N:24]([CH3:28])[C:23]3=[O:29])[CH:10]=2)=[C:6]([F:8])[CH:7]=1. The yield is 0.820.